From a dataset of Reaction yield outcomes from USPTO patents with 853,638 reactions. Predict the reaction yield, written as a fraction of the theoretical maximum amount of product (1.0 means a 100% yield; for example, 0.34 means a 34% yield). (1) The reactants are [CH2:1]([N:4]1[C:12](=[O:13])[C:11]2[N:10]([CH2:14][O:15][CH2:16][CH2:17][Si:18]([CH3:21])([CH3:20])[CH3:19])[C:9]([C:22]3[CH:23]=[N:24][NH:25][CH:26]=3)=[N:8][C:7]=2[N:6]([CH2:27][CH2:28][CH3:29])[C:5]1=[O:30])[CH2:2][CH3:3].[O:31]=[C:32]1[CH:36]([CH2:37]OS(C)(=O)=O)[CH2:35][CH2:34][N:33]1[C:43]1[CH:48]=[CH:47][CH:46]=[C:45]([C:49]([F:52])([F:51])[F:50])[CH:44]=1.C([O-])([O-])=O.[K+].[K+].CN(C=O)C. The catalyst is O. The product is [O:31]=[C:32]1[CH:36]([CH2:37][N:25]2[CH:26]=[C:22]([C:9]3[N:10]([CH2:14][O:15][CH2:16][CH2:17][Si:18]([CH3:20])([CH3:21])[CH3:19])[C:11]4[C:12](=[O:13])[N:4]([CH2:1][CH2:2][CH3:3])[C:5](=[O:30])[N:6]([CH2:27][CH2:28][CH3:29])[C:7]=4[N:8]=3)[CH:23]=[N:24]2)[CH2:35][CH2:34][N:33]1[C:43]1[CH:48]=[CH:47][CH:46]=[C:45]([C:49]([F:51])([F:50])[F:52])[CH:44]=1. The yield is 0.650. (2) The reactants are [CH3:1][C:2]([CH3:9])([CH:7]=O)[C:3]([O:5][CH3:6])=[O:4].[C:10]([N:17]1[CH2:22][CH2:21][NH:20][CH2:19][CH2:18]1)([O:12][C:13]([CH3:16])([CH3:15])[CH3:14])=[O:11].[BH-](OC(C)=O)(OC(C)=O)OC(C)=O.[Na+]. The catalyst is C(Cl)Cl. The product is [CH3:6][O:5][C:3](=[O:4])[C:2]([CH3:1])([CH3:9])[CH2:7][N:20]1[CH2:19][CH2:18][N:17]([C:10]([O:12][C:13]([CH3:16])([CH3:15])[CH3:14])=[O:11])[CH2:22][CH2:21]1. The yield is 0.600. (3) The product is [ClH:25].[CH3:1][C:2]1[CH:7]=[C:6]([CH2:8][NH2:9])[CH:5]=[C:4]([CH3:20])[N:3]=1. The yield is 0.390. The catalyst is O. The reactants are [CH3:1][C:2]1[CH:7]=[C:6]([CH2:8][N:9]2C(=O)C3C(=CC=CC=3)C2=O)[CH:5]=[C:4]([CH3:20])[N:3]=1.C(O)(=O)C.[ClH:25]. (4) The reactants are [CH3:1][O:2][CH2:3][CH2:4][C:5]([N:7]1[C@@H:13]([CH3:14])[C@H:12]([NH:15][C:16](=[O:28])[C@@H:17]([N:19]([CH3:27])[C:20](=[O:26])[O:21][C:22]([CH3:25])([CH3:24])[CH3:23])[CH3:18])[C:11](=[O:29])[NH:10][C:9]2[CH:30]=[CH:31][CH:32]=[CH:33][C:8]1=2)=[O:6].[Br:34][C:35]1[CH:36]=[C:37]2[C:42](=[CH:43][CH:44]=1)[C:41]([CH2:45]Cl)=[C:40]([O:47][CH3:48])[CH:39]=[CH:38]2.C(=O)([O-])[O-].[Cs+].[Cs+].[I-].[Na+]. The catalyst is CN(C=O)C.CCOC(C)=O. The product is [Br:34][C:35]1[CH:36]=[C:37]2[C:42](=[CH:43][CH:44]=1)[C:41]([CH2:45][N:10]1[C:11](=[O:29])[C@@H:12]([NH:15][C:16](=[O:28])[C@@H:17]([N:19]([CH3:27])[C:20](=[O:26])[O:21][C:22]([CH3:24])([CH3:25])[CH3:23])[CH3:18])[C@H:13]([CH3:14])[N:7]([C:5](=[O:6])[CH2:4][CH2:3][O:2][CH3:1])[C:8]3[CH:33]=[CH:32][CH:31]=[CH:30][C:9]1=3)=[C:40]([O:47][CH3:48])[CH:39]=[CH:38]2. The yield is 0.740.